Dataset: Full USPTO retrosynthesis dataset with 1.9M reactions from patents (1976-2016). Task: Predict the reactants needed to synthesize the given product. (1) Given the product [CH3:13][N:14]([CH2:16][C:6]1[C:2]([CH3:1])=[N:3][N:4]([CH2:7][C:8]([O:10][CH2:11][CH3:12])=[O:9])[CH:5]=1)[CH3:15], predict the reactants needed to synthesize it. The reactants are: [CH3:1][C:2]1[CH:6]=[CH:5][N:4]([CH2:7][C:8]([O:10][CH2:11][CH3:12])=[O:9])[N:3]=1.[CH3:13][N:14]([CH:16]=O)[CH3:15]. (2) Given the product [Br:1][C:2]1[CH:3]=[C:4]([C:11]([F:12])([F:13])[F:14])[C:5]([O:10][CH3:15])=[C:6]([CH:9]=1)[CH:7]=[O:8], predict the reactants needed to synthesize it. The reactants are: [Br:1][C:2]1[CH:3]=[C:4]([C:11]([F:14])([F:13])[F:12])[C:5]([OH:10])=[C:6]([CH:9]=1)[CH:7]=[O:8].[C:15](=O)([O-])[O-].[K+].[K+].COS(=O)(=O)OC.O.